From a dataset of Reaction yield outcomes from USPTO patents with 853,638 reactions. Predict the reaction yield, written as a fraction of the theoretical maximum amount of product (1.0 means a 100% yield; for example, 0.34 means a 34% yield). (1) The reactants are [Br:1][C:2]1[C:3]([F:12])=[C:4]2[C:10]([NH2:11])=[CH:9][NH:8][C:5]2=[N:6][CH:7]=1.[CH3:13][C:14]1[N:22]=[CH:21][CH:20]=[CH:19][C:15]=1[C:16](O)=[O:17].O=C1N(P(Cl)(N2CCOC2=O)=O)CCO1.C(N(CC)CC)C.[Li+].[OH-]. The catalyst is C(Cl)Cl. The product is [Br:1][C:2]1[C:3]([F:12])=[C:4]2[C:10]([NH:11][C:16](=[O:17])[C:15]3[CH:19]=[CH:20][CH:21]=[N:22][C:14]=3[CH3:13])=[CH:9][NH:8][C:5]2=[N:6][CH:7]=1. The yield is 0.840. (2) The catalyst is CCO.[Pd]. The reactants are [C:1]([O:5][C:6]([NH:8][CH:9]1[CH2:14][CH2:13][CH2:12][N:11](C(OCC2C=CC=CC=2)=O)[CH2:10]1)=[O:7])([CH3:4])([CH3:3])[CH3:2]. The product is [NH:11]1[CH2:12][CH2:13][CH2:14][CH:9]([NH:8][C:6](=[O:7])[O:5][C:1]([CH3:3])([CH3:2])[CH3:4])[CH2:10]1. The yield is 0.910. (3) The reactants are NC1(C2C=CC(C3C(=O)C4C(=CC=C(F)C=4)OC=3C3C=CC=CC=3)=CC=2)CCC1.C(OC(=O)[NH:36][C:37]1([C:41]2[CH:46]=[CH:45][C:44]([C:47]3[C:56](=[O:57])[C:55]4[C:50](=[CH:51][CH:52]=[C:53]([C:58]#[N:59])[CH:54]=4)[O:49][C:48]=3[C:60]3[CH:65]=[CH:64][CH:63]=[CH:62][CH:61]=3)=[CH:43][CH:42]=2)[CH2:40][CH2:39][CH2:38]1)(C)(C)C. No catalyst specified. The product is [NH2:36][C:37]1([C:41]2[CH:42]=[CH:43][C:44]([C:47]3[C:56](=[O:57])[C:55]4[C:50](=[CH:51][CH:52]=[C:53]([C:58]#[N:59])[CH:54]=4)[O:49][C:48]=3[C:60]3[CH:65]=[CH:64][CH:63]=[CH:62][CH:61]=3)=[CH:45][CH:46]=2)[CH2:38][CH2:39][CH2:40]1. The yield is 0.940. (4) The reactants are Br[CH2:2]/[CH:3]=[CH:4]/[C:5]([NH:7][C:8]1[CH:9]=[C:10]2[C:15](=[CH:16][C:17]=1[O:18][CH2:19][CH3:20])[N:14]=[CH:13][N:12]=[C:11]2[NH:21][C:22]1[CH:27]=[CH:26][C:25]([F:28])=[C:24]([Cl:29])[CH:23]=1)=[O:6].C(N(C(C)C)CC)(C)C.[O:39]1[C@H:44]2[CH2:45][NH:46][CH2:47][C@H:43]2[O:42][CH2:41][CH2:40]1.O. The catalyst is CN(C)C(=O)C. The product is [Cl:29][C:24]1[CH:23]=[C:22]([NH:21][C:11]2[C:10]3[C:15](=[CH:16][C:17]([O:18][CH2:19][CH3:20])=[C:8]([NH:7][C:5](=[O:6])/[CH:4]=[CH:3]/[CH2:2][N:46]4[CH2:45][C@H:44]5[O:39][CH2:40][CH2:41][O:42][C@H:43]5[CH2:47]4)[CH:9]=3)[N:14]=[CH:13][N:12]=2)[CH:27]=[CH:26][C:25]=1[F:28]. The yield is 0.473. (5) The reactants are [CH3:1][C:2](=[O:22])[C@@H:3]1[C@:20]2([CH3:21])[C@H:6]([C@H:7]3[C@H:17]([CH2:18][CH2:19]2)[C@:15]2([CH3:16])[C@H:10]([CH2:11][CH:12]=[CH:13][CH2:14]2)[CH2:9][CH2:8]3)[CH2:5][CH2:4]1.CC(C[AlH]CC(C)C)C. The catalyst is ClCCl. The product is [CH3:1][CH:2]([OH:22])[C@@H:3]1[C@:20]2([CH3:21])[C@H:6]([C@H:7]3[C@H:17]([CH2:18][CH2:19]2)[C@:15]2([CH3:16])[C@H:10]([CH2:11][CH:12]=[CH:13][CH2:14]2)[CH2:9][CH2:8]3)[CH2:5][CH2:4]1. The yield is 0.780. (6) The reactants are C[OH:2].NC1C=CN=CC=1.[CH2:10]([O:17][CH2:18][C@@H:19]1[O:21][CH2:20]1)[C:11]1[CH:16]=[CH:15][CH:14]=[CH:13][CH:12]=1.[C]=O.C1[CH2:28][O:27][CH2:26]C1. No catalyst specified. The product is [CH3:26][O:27][C:28](=[O:2])[CH2:20][C@@H:19]([OH:21])[CH2:18][O:17][CH2:10][C:11]1[CH:12]=[CH:13][CH:14]=[CH:15][CH:16]=1. The yield is 0.890. (7) The reactants are [NH:1]1[C:9]2[C:4](=[N:5][CH:6]=[C:7]([C:10]([O:12][CH3:13])=[O:11])[CH:8]=2)[CH:3]=[CH:2]1.[Cl:14]N1C(=O)CCC1=O. The catalyst is CN(C)C=O.O. The product is [Cl:14][C:3]1[C:4]2=[N:5][CH:6]=[C:7]([C:10]([O:12][CH3:13])=[O:11])[CH:8]=[C:9]2[NH:1][CH:2]=1. The yield is 0.930.